This data is from Reaction yield outcomes from USPTO patents with 853,638 reactions. The task is: Predict the reaction yield, written as a fraction of the theoretical maximum amount of product (1.0 means a 100% yield; for example, 0.34 means a 34% yield). (1) The reactants are [C:1]([C:4]1[C:22](=[O:23])[C@@:8]2([CH3:24])[C:9]3[C:15]([OH:16])=[CH:14][C:13]([O:17][CH3:18])=[C:12]([C:19]([NH2:21])=[O:20])[C:10]=3[O:11][C:7]2=[CH:6][C:5]=1[OH:25])(=[O:3])[CH3:2].[CH3:26][C:27]1[CH:28]=[C:29]([CH:32]=[C:33]([CH3:35])[CH:34]=1)[CH:30]=O.C([SiH](CC)CC)C.FC(F)(F)C(O)=O. The catalyst is C(#N)C. The product is [C:1]([C:4]1[C:22](=[O:23])[C@@:8]2([CH3:24])[C:9]3[C:15]([OH:16])=[CH:14][C:13]([O:17][CH3:18])=[C:12]([C:19]([NH:21][CH2:26][C:27]4[CH:28]=[C:29]([CH3:30])[CH:32]=[C:33]([CH3:35])[CH:34]=4)=[O:20])[C:10]=3[O:11][C:7]2=[CH:6][C:5]=1[OH:25])(=[O:3])[CH3:2]. The yield is 0.900. (2) The catalyst is CS(C)=O. The reactants are Cl[CH2:2][C:3]1[CH:13]=[CH:12][C:6]2[O:7][C:8]([F:11])([F:10])[O:9][C:5]=2[CH:4]=1.[C-:14]#[N:15].[Na+].O.C(OC)(C)(C)C. The yield is 0.950. The product is [F:10][C:8]1([F:11])[O:7][C:6]2[CH:12]=[CH:13][C:3]([CH2:2][C:14]#[N:15])=[CH:4][C:5]=2[O:9]1. (3) The reactants are [CH3:1][O:2][C:3]1[CH:38]=[CH:37][C:6]([CH2:7][N:8]([C:32]2[S:33][CH:34]=[CH:35][N:36]=2)[S:9]([C:12]2[CH:13]=[CH:14][C:15]3[N:20]([C:21]4[CH:26]=[CH:25][CH:24]=[CH:23][C:22]=4[O:27]COC)[CH2:19][CH2:18][O:17][C:16]=3[CH:31]=2)(=[O:11])=[O:10])=[CH:5][CH:4]=1.Cl. The catalyst is C(Cl)Cl.O1CCOCC1. The yield is 0.990. The product is [OH:27][C:22]1[CH:23]=[CH:24][CH:25]=[CH:26][C:21]=1[N:20]1[CH2:19][CH2:18][O:17][C:16]2[CH:31]=[C:12]([S:9]([N:8]([CH2:7][C:6]3[CH:5]=[CH:4][C:3]([O:2][CH3:1])=[CH:38][CH:37]=3)[C:32]3[S:33][CH:34]=[CH:35][N:36]=3)(=[O:10])=[O:11])[CH:13]=[CH:14][C:15]1=2. (4) The reactants are [C:1]([N:4]1[C:13]2[C:8](=[CH:9][C:10]([C:14]([O:16][CH2:17][CH3:18])=[O:15])=[CH:11][CH:12]=2)[CH:7]([NH2:19])[CH:6]([CH3:20])[CH:5]1[CH:21]1[CH2:23][CH2:22]1)(=[O:3])[CH3:2].C([N:27]1[C:36]2[C:31](=CC(C(OCC)=O)=CC=2)[C@H:30]([NH2:42])[C@@H](C)[C@@H:28]1C1CC1)(=O)C.FC1N=CC=CN=1.CCN(C(C)C)C(C)C. The catalyst is CN1CCCC1=O.O. The product is [C:1]([N:4]1[C:13]2[C:8](=[CH:9][C:10]([C:14]([O:16][CH2:17][CH3:18])=[O:15])=[CH:11][CH:12]=2)[CH:7]([NH:19][C:28]2[N:42]=[CH:30][CH:31]=[CH:36][N:27]=2)[CH:6]([CH3:20])[CH:5]1[CH:21]1[CH2:22][CH2:23]1)(=[O:3])[CH3:2]. The yield is 0.570. (5) The reactants are [NH2:1][C:2]1[CH:7]=[CH:6][C:5]([OH:8])=[CH:4][CH:3]=1.[O-]S([O-])(=O)=O.[Mg+2].[CH3:15][C:16]([CH3:20])(O)[C:17]#[N:18]. No catalyst specified. The product is [OH:8][C:5]1[CH:6]=[CH:7][C:2]([NH:1][C:16]([CH3:20])([CH3:15])[C:17]#[N:18])=[CH:3][CH:4]=1. The yield is 0.960. (6) The reactants are [Br:1][C:2]1[C:3]([N:23]2[CH2:27][CH2:26][O:25][C:24]2=[O:28])=[CH:4][C:5]2[O:9][C:8]([C:10]3[CH:15]=[CH:14][C:13]([F:16])=[CH:12][CH:11]=3)=[C:7]([C:17]([O:19]CC)=[O:18])[C:6]=2[CH:22]=1.[Li+].[OH-]. The catalyst is O1CCOCC1.O. The product is [Br:1][C:2]1[C:3]([N:23]2[CH2:27][CH2:26][O:25][C:24]2=[O:28])=[CH:4][C:5]2[O:9][C:8]([C:10]3[CH:11]=[CH:12][C:13]([F:16])=[CH:14][CH:15]=3)=[C:7]([C:17]([OH:19])=[O:18])[C:6]=2[CH:22]=1. The yield is 0.920.